From a dataset of Reaction yield outcomes from USPTO patents with 853,638 reactions. Predict the reaction yield, written as a fraction of the theoretical maximum amount of product (1.0 means a 100% yield; for example, 0.34 means a 34% yield). (1) The reactants are C([Si](C(C)C)(C(C)C)[O:5][CH2:6][C:7]1[N:8]=[C:9]2[CH:14]=[CH:13][CH:12]=[CH:11][N:10]2[CH:15]=1)(C)C.[F-].[CH2:36]([N+]([CH2:36][CH2:37][CH2:38][CH3:39])([CH2:36][CH2:37][CH2:38][CH3:39])[CH2:36][CH2:37][CH2:38][CH3:39])[CH2:37][CH2:38][CH3:39]. The catalyst is O1CCCC1. The product is [C:37]1([C:38]#[C:39][C:15]2[N:10]3[CH:11]=[CH:12][CH:13]=[CH:14][C:9]3=[N:8][C:7]=2[CH2:6][OH:5])[CH:36]=[CH:14][CH:13]=[CH:12][CH:11]=1. The yield is 0.860. (2) The reactants are [F:1][C:2]([F:30])([F:29])[C:3]1[CH:4]=[CH:5][CH:6]=[C:7]2[C:12]=1[N:11]=[CH:10][CH:9]=[C:8]2[O:13][CH2:14][CH2:15][CH2:16][CH2:17][CH2:18][O:19][C:20]1[C:21](=[O:28])[CH:22]=[C:23]([CH2:26][OH:27])[O:24][CH:25]=1.C(N(CC)CC)C.[CH3:38][S:39](Cl)(=[O:41])=[O:40]. The catalyst is C(Cl)Cl. The product is [CH3:38][S:39]([O:27][CH2:26][C:23]1[O:24][CH:25]=[C:20]([O:19][CH2:18][CH2:17][CH2:16][CH2:15][CH2:14][O:13][C:8]2[C:7]3[C:12](=[C:3]([C:2]([F:1])([F:29])[F:30])[CH:4]=[CH:5][CH:6]=3)[N:11]=[CH:10][CH:9]=2)[C:21](=[O:28])[CH:22]=1)(=[O:41])=[O:40]. The yield is 0.370.